Task: Predict the reactants needed to synthesize the given product.. Dataset: Full USPTO retrosynthesis dataset with 1.9M reactions from patents (1976-2016) (1) Given the product [NH2:19][C:17](=[O:18])[CH2:16][C:11]1[CH:12]=[CH:13][CH:14]=[CH:15][C:10]=1[CH2:9][CH2:8][C:6]1[C:5]([CH3:20])=[CH:4][N:3]=[C:2]([NH:21][C:22]2[CH:27]=[CH:26][C:25]([CH:28]([NH:30][C:31](=[O:37])[O:32][C:33]([CH3:36])([CH3:35])[CH3:34])[CH3:29])=[CH:24][CH:23]=2)[N:7]=1, predict the reactants needed to synthesize it. The reactants are: Cl[C:2]1[N:7]=[C:6]([CH2:8][CH2:9][C:10]2[CH:15]=[CH:14][CH:13]=[CH:12][C:11]=2[CH2:16][C:17]([NH2:19])=[O:18])[C:5]([CH3:20])=[CH:4][N:3]=1.[NH2:21][C:22]1[CH:27]=[CH:26][C:25]([CH:28]([NH:30][C:31](=[O:37])[O:32][C:33]([CH3:36])([CH3:35])[CH3:34])[CH3:29])=[CH:24][CH:23]=1.C([O-])([O-])=O.[Cs+].[Cs+].CC1(C)C2C(=C(P(C3C=CC=CC=3)C3C=CC=CC=3)C=CC=2)OC2C(P(C3C=CC=CC=3)C3C=CC=CC=3)=CC=CC1=2. (2) Given the product [O:13]1[C:17]2[CH:18]=[CH:19][C:20]([CH:22]([C:7]3([C:1]4[CH:2]=[CH:3][CH:4]=[CH:5][CH:6]=4)[S:8][CH2:9][CH2:10][CH2:11][S:12]3)[OH:23])=[CH:21][C:16]=2[CH2:15][CH2:14]1, predict the reactants needed to synthesize it. The reactants are: [C:1]1([CH:7]2[S:12][CH2:11][CH2:10][CH2:9][S:8]2)[CH:6]=[CH:5][CH:4]=[CH:3][CH:2]=1.[O:13]1[C:17]2[CH:18]=[CH:19][C:20]([CH:22]=[O:23])=[CH:21][C:16]=2[CH2:15][CH2:14]1. (3) Given the product [Cl:1][C:2]1[S:10][C:9]([NH2:8])=[C:4]([C:5]2[NH:6][CH:11]=[N:12][N:13]=2)[CH:3]=1, predict the reactants needed to synthesize it. The reactants are: [Cl:1][C:2]1[S:10][C:9]2[N:8]=C[N:6]3[CH:11]=[N:12][N:13]=[C:5]3[C:4]=2[CH:3]=1. (4) Given the product [NH2:1][C:2]1[N:3]=[CH:4][C:5]([CH2:6][OH:7])=[CH:11][C:12]=1[Br:13], predict the reactants needed to synthesize it. The reactants are: [NH2:1][C:2]1[C:12]([Br:13])=[CH:11][C:5]([C:6](OCC)=[O:7])=[CH:4][N:3]=1.[H-].[H-].[H-].[H-].[Li+].[Al+3].